This data is from Catalyst prediction with 721,799 reactions and 888 catalyst types from USPTO. The task is: Predict which catalyst facilitates the given reaction. Reactant: [C:1]([N:4]1[C@@H:10]([CH3:11])[C@H:9]([NH:12][C:13](=[O:25])[C@@H:14]([N:16]([CH3:24])[C:17](=[O:23])[O:18][C:19]([CH3:22])([CH3:21])[CH3:20])[CH3:15])[C:8](=[O:26])[NH:7][C:6]2[CH:27]=[CH:28][C:29]([C:31]#[N:32])=[CH:30][C:5]1=2)(=[O:3])[CH3:2].Cl[CH2:34][C:35]1[C:44]2[C:39](=[CH:40][CH:41]=[CH:42][CH:43]=2)[CH:38]=[CH:37][C:36]=1[O:45][CH3:46].C(=O)([O-])[O-].[Cs+].[Cs+].[I-].[Na+]. Product: [C:1]([N:4]1[C@@H:10]([CH3:11])[C@H:9]([NH:12][C:13](=[O:25])[C@@H:14]([N:16]([CH3:24])[C:17](=[O:23])[O:18][C:19]([CH3:21])([CH3:20])[CH3:22])[CH3:15])[C:8](=[O:26])[N:7]([CH2:34][C:35]2[C:44]3[C:39](=[CH:40][CH:41]=[CH:42][CH:43]=3)[CH:38]=[CH:37][C:36]=2[O:45][CH3:46])[C:6]2[CH:27]=[CH:28][C:29]([C:31]#[N:32])=[CH:30][C:5]1=2)(=[O:3])[CH3:2]. The catalyst class is: 31.